From a dataset of Catalyst prediction with 721,799 reactions and 888 catalyst types from USPTO. Predict which catalyst facilitates the given reaction. (1) Reactant: [ClH:1].C(OC([N:9]1[CH2:14][CH2:13][N:12]([C:15]2[CH:20]=[CH:19][C:18]([C@@H:21]([N:23](C(OC(C)(C)C)=O)[CH2:24][CH2:25][C:26]3[CH:31]=[C:30]([O:32][CH3:33])[C:29]([NH:34][C:35]([NH:37][C:38]4[CH:43]=[N:42][C:41]([C:44]#[N:45])=[CH:40][N:39]=4)=[O:36])=[CH:28][C:27]=3[Cl:46])[CH3:22])=[CH:17][CH:16]=2)[CH2:11][CH2:10]1)=O)(C)(C)C.C(OCC)C. Product: [ClH:46].[ClH:1].[Cl:46][C:27]1[C:26]([CH2:25][CH2:24][NH:23][C@H:21]([C:18]2[CH:19]=[CH:20][C:15]([N:12]3[CH2:13][CH2:14][NH:9][CH2:10][CH2:11]3)=[CH:16][CH:17]=2)[CH3:22])=[CH:31][C:30]([O:32][CH3:33])=[C:29]([NH:34][C:35]([NH:37][C:38]2[CH:43]=[N:42][C:41]([C:44]#[N:45])=[CH:40][N:39]=2)=[O:36])[CH:28]=1. The catalyst class is: 25. (2) Reactant: [CH:1]1([NH:4][C:5]2[C:6]([N:15]3[CH2:20][CH2:19][N:18]([C:21](=O)[CH2:22][C:23]4[CH:28]=[CH:27][CH:26]=[CH:25][CH:24]=4)[CH2:17][CH2:16]3)=[N:7][C:8]3[C:13]([N:14]=2)=[CH:12][CH:11]=[CH:10][CH:9]=3)[CH2:3][CH2:2]1.B.C1COCC1. Product: [CH:1]1([NH:4][C:5]2[C:6]([N:15]3[CH2:20][CH2:19][N:18]([CH2:21][CH2:22][C:23]4[CH:28]=[CH:27][CH:26]=[CH:25][CH:24]=4)[CH2:17][CH2:16]3)=[N:7][C:8]3[C:13](=[CH:12][CH:11]=[CH:10][CH:9]=3)[N:14]=2)[CH2:2][CH2:3]1. The catalyst class is: 1. (3) Reactant: [C:1](Cl)(=[O:4])[CH:2]=[CH2:3].[CH3:6][N:7]([CH3:37])[CH:8]1[CH2:11][N:10]([C:12]2[CH:17]=[C:16]([O:18][CH3:19])[C:15]([NH:20][C:21]3[N:26]=[C:25]([C:27]4[CH:28]=[N:29][N:30]5[CH2:35][CH2:34][CH2:33][CH2:32][C:31]=45)[CH:24]=[CH:23][N:22]=3)=[CH:14][C:13]=2[NH2:36])[CH2:9]1. Product: [CH3:37][N:7]([CH3:6])[CH:8]1[CH2:9][N:10]([C:12]2[CH:17]=[C:16]([O:18][CH3:19])[C:15]([NH:20][C:21]3[N:26]=[C:25]([C:27]4[CH:28]=[N:29][N:30]5[CH2:35][CH2:34][CH2:33][CH2:32][C:31]=45)[CH:24]=[CH:23][N:22]=3)=[CH:14][C:13]=2[NH:36][C:1](=[O:4])[CH:2]=[CH2:3])[CH2:11]1. The catalyst class is: 2. (4) Reactant: [CH3:1][C:2]1[N:7]=[C:6]([OH:8])[CH:5]=[C:4](O)[CH:3]=1.P(Br)(Br)([Br:12])=O.C([O-])([O-])=O.[Na+].[Na+]. Product: [Br:12][C:4]1[CH:3]=[C:2]([CH3:1])[N:7]=[C:6]([OH:8])[CH:5]=1. The catalyst class is: 18. (5) Reactant: [Si:1]([O:18][CH:19]1[CH2:22][N:21]([C:23]2[S:24][CH:25]=[C:26]([C:28]([O:30]CC)=O)[N:27]=2)[CH2:20]1)([C:14]([CH3:17])([CH3:16])[CH3:15])([C:8]1[CH:13]=[CH:12][CH:11]=[CH:10][CH:9]=1)[C:2]1[CH:7]=[CH:6][CH:5]=[CH:4][CH:3]=1.[Cl-].[NH4+:34].C[Al](C)C.C(O)(=O)C.C(OCC)(=O)C. The catalyst class is: 48. Product: [Si:1]([O:18][CH:19]1[CH2:20][N:21]([C:23]2[S:24][CH:25]=[C:26]([C:28](=[O:30])[NH2:34])[N:27]=2)[CH2:22]1)([C:14]([CH3:15])([CH3:16])[CH3:17])([C:2]1[CH:7]=[CH:6][CH:5]=[CH:4][CH:3]=1)[C:8]1[CH:9]=[CH:10][CH:11]=[CH:12][CH:13]=1. (6) Reactant: [OH:1][CH2:2][C@H:3]([N:7]1[CH:16]=[CH:15][C:14]2[C:9](=[CH:10][CH:11]=[CH:12][C:13]=2[N+:17]([O-])=O)[C:8]1=[O:20])[C:4]([NH2:6])=[O:5].CO. Product: [NH2:17][C:13]1[CH:12]=[CH:11][CH:10]=[C:9]2[C:14]=1[CH:15]=[CH:16][N:7]([C@@H:3]([CH2:2][OH:1])[C:4]([NH2:6])=[O:5])[C:8]2=[O:20]. The catalyst class is: 45.